Dataset: Forward reaction prediction with 1.9M reactions from USPTO patents (1976-2016). Task: Predict the product of the given reaction. (1) The product is: [CH2:1]1[O:9][C:8]2[CH:7]=[CH:6][C:5]([CH2:10][CH2:11][CH:12]=[O:13])=[CH:4][C:3]=2[O:2]1. Given the reactants [CH2:1]1[O:9][C:8]2[CH:7]=[CH:6][C:5]([CH2:10][CH2:11][CH2:12][OH:13])=[CH:4][C:3]=2[O:2]1.C1C=C[NH+]=CC=1.[O-][Cr](Cl)(=O)=O, predict the reaction product. (2) The product is: [OH:33][C:35]12[C:53]3[C:48](=[CH:49][CH:50]=[CH:51][CH:52]=3)[C:47](=[O:54])[C:20]1([NH:21][C:10]([C:8]1[CH:7]=[CH:6][C:5]3[NH:1][CH:2]=[N:3][C:4]=3[CH:9]=1)=[O:12])[C:19]1[CH:18]=[CH:39][C:40]([CH:44]([CH3:46])[CH3:45])=[CH:41][C:42]=1[O:43]2. Given the reactants [N:1]1[C:5]2[CH:6]=[CH:7][C:8]([C:10]([OH:12])=O)=[CH:9][C:4]=2[NH:3][CH:2]=1.CCN=C=N[CH2:18][CH2:19][CH2:20][N:21](C)C.C1C=CC2N([OH:33])N=NC=2C=1.N[C:35]12[C:53]3[C:48](=[CH:49][CH:50]=[CH:51][CH:52]=3)[C:47](=[O:54])C1(O)C1[C:42]([O:43]2)=[CH:41][C:40]([CH:44]([CH3:46])[CH3:45])=[CH:39]C=1, predict the reaction product. (3) Given the reactants [NH2:1][C:2]1[N:3]=[C:4]([NH:19][C:20]2[CH:25]=[CH:24][C:23]([N:26]3[CH2:31][CH2:30][N:29]([CH3:32])[CH2:28][CH2:27]3)=[CH:22][CH:21]=2)[S:5][C:6]=1[C:7]([C:9]1[CH:14]=[CH:13][C:12](Cl)=[C:11]([N+:16]([O-:18])=[O:17])[CH:10]=1)=[O:8].[CH3:33][CH:34]1[CH2:38][CH2:37][CH2:36][NH:35]1, predict the reaction product. The product is: [NH2:1][C:2]1[N:3]=[C:4]([NH:19][C:20]2[CH:25]=[CH:24][C:23]([N:26]3[CH2:31][CH2:30][N:29]([CH3:32])[CH2:28][CH2:27]3)=[CH:22][CH:21]=2)[S:5][C:6]=1[C:7]([C:9]1[CH:14]=[CH:13][C:12]([N:35]2[CH2:36][CH2:37][CH2:38][CH:34]2[CH3:33])=[C:11]([N+:16]([O-:18])=[O:17])[CH:10]=1)=[O:8]. (4) Given the reactants [Cl:1][C:2]1[CH:7]=[CH:6][C:5]([S:8]([NH:11][CH:12]([C:15]2[CH:20]=[CH:19][CH:18]=[CH:17][CH:16]=2)[CH2:13][CH3:14])(=[O:10])=[O:9])=[CH:4][CH:3]=1.Br[CH2:22][C:23]1[CH:31]=[CH:30][C:26]([C:27]([NH2:29])=[O:28])=[CH:25][CH:24]=1, predict the reaction product. The product is: [Cl:1][C:2]1[CH:7]=[CH:6][C:5]([S:8]([N:11]([CH2:22][C:23]2[CH:31]=[CH:30][C:26]([C:27]([NH2:29])=[O:28])=[CH:25][CH:24]=2)[C@H:12]([C:15]2[CH:16]=[CH:17][CH:18]=[CH:19][CH:20]=2)[CH2:13][CH3:14])(=[O:10])=[O:9])=[CH:4][CH:3]=1. (5) Given the reactants Cl[C:2]1[C:14]2[N:13]3[C:8]([CH2:9][CH2:10][CH2:11][CH2:12]3)=[C:7]([C:15]#[N:16])[C:6]=2[N:5]=[CH:4][N:3]=1.NC(N)=[S:19].[OH-].[Na+].ClCCl, predict the reaction product. The product is: [S:19]=[C:2]1[C:14]2[N:13]3[C:8]([CH2:9][CH2:10][CH2:11][CH2:12]3)=[C:7]([C:15]#[N:16])[C:6]=2[N:5]=[CH:4][NH:3]1. (6) The product is: [CH3:19][CH2:6][CH2:5][CH2:4][CH2:3][CH3:2].[Cl:1][C:2]1[S:10][C:9]2[S:8](=[O:12])(=[O:11])[N:7]([CH2:13][CH2:14][CH2:15][CH2:16][Br:17])[CH:6]=[CH:5][C:4]=2[CH:3]=1.[C:24]([O:18][CH2:5][CH3:6])(=[O:28])[CH3:25]. Given the reactants [Cl:1][C:2]1[S:10][C:9]2[S:8](=[O:12])(=[O:11])[N:7]([CH2:13][CH2:14][CH2:15][CH2:16][Br:17])[CH2:6][CH:5]([OH:18])[C:4]=2[CH:3]=1.[CH2:19](N([CH2:24][CH3:25])CC)C.CS(OS(C)(=O)=O)(=O)=[O:28], predict the reaction product.